Dataset: Full USPTO retrosynthesis dataset with 1.9M reactions from patents (1976-2016). Task: Predict the reactants needed to synthesize the given product. (1) Given the product [F:10][C:11]([F:22])([F:21])[C:3]1[CH:4]=[CH:5][C:6]([C:12]2[CH:13]=[CH:14][CH:15]=[CH:16][C:17]=2[C:15]2[CH:16]=[CH:17][C:12]([C:11]([F:22])([F:21])[F:10])=[CH:13][CH:14]=2)=[CH:7][CH:2]=1, predict the reactants needed to synthesize it. The reactants are: Br[C:2]1[CH:7]=[C:6](F)[CH:5]=[CH:4][C:3]=1I.[F:10][C:11]([F:22])([F:21])[C:12]1[CH:17]=[CH:16][C:15](B(O)O)=[CH:14][CH:13]=1.C(=O)([O-])[O-].[Na+].[Na+]. (2) Given the product [CH2:1]([N:8]1[CH2:12][CH2:11][CH:10]([NH:13][C:57]([CH2:23][C:19]2[CH:18]=[C:17]3[C:22](=[CH:21][CH:20]=2)[NH:14][N:15]=[CH:16]3)=[O:58])[CH2:9]1)[C:2]1[CH:3]=[CH:4][CH:5]=[CH:6][CH:7]=1, predict the reactants needed to synthesize it. The reactants are: [CH2:1]([N:8]1[CH2:12][CH2:11][CH:10]([NH2:13])[CH2:9]1)[C:2]1[CH:7]=[CH:6][CH:5]=[CH:4][CH:3]=1.[NH:14]1[C:22]2[C:17](=[CH:18][C:19]([C:23](O)=O)=[CH:20][CH:21]=2)[CH:16]=[N:15]1.Cl.C(N=C=NCCCN(C)C)C.ON1C2C=CC=CC=2N=N1.CN(C1C=CC=CN=1)C.[C:57](=O)([O-])[OH:58].[Na+]. (3) Given the product [F:8][C:9]1[CH:10]=[CH:11][C:12]2[N:13]([C:15]([C:18]3[N:23]=[C:22]([NH:24][C@@H:25]4[CH2:30][CH2:29][CH2:28][NH:27][CH2:26]4)[CH:21]=[C:20]([N:38]4[CH:42]=[N:41][CH:40]=[N:39]4)[N:19]=3)=[CH:16][N:17]=2)[CH:14]=1, predict the reactants needed to synthesize it. The reactants are: FC(F)(F)C(O)=O.[F:8][C:9]1[CH:10]=[CH:11][C:12]2[N:13]([C:15]([C:18]3[N:23]=[C:22]([NH:24][C@@H:25]4[CH2:30][CH2:29][CH2:28][N:27](C(OC(C)(C)C)=O)[CH2:26]4)[CH:21]=[C:20]([N:38]4[CH:42]=[N:41][CH:40]=[N:39]4)[N:19]=3)=[CH:16][N:17]=2)[CH:14]=1. (4) The reactants are: [F:1][C:2]([F:25])([F:24])[C:3]1[CH:8]=[CH:7][CH:6]=[CH:5][C:4]=1[C:9]([NH:11][C:12]1[CH:13]=[C:14]([C:21](O)=[O:22])[C:15]2[N:19]=[CH:18][NH:17][C:16]=2[CH:20]=1)=[O:10].CN(C(ON1N=NC2C=CC=CC1=2)=[N+](C)C)C.F[P-](F)(F)(F)(F)F.C(N(CC)CC)C.[Cl:57][C:58]1[C:59]([CH3:65])=[C:60]([CH:62]=[CH:63][CH:64]=1)[NH2:61]. Given the product [Cl:57][C:58]1[C:59]([CH3:65])=[C:60]([NH:61][C:21]([C:14]2[C:15]3[N:19]=[CH:18][NH:17][C:16]=3[CH:20]=[C:12]([NH:11][C:9]([C:4]3[CH:5]=[CH:6][CH:7]=[CH:8][C:3]=3[C:2]([F:1])([F:24])[F:25])=[O:10])[CH:13]=2)=[O:22])[CH:62]=[CH:63][CH:64]=1, predict the reactants needed to synthesize it. (5) Given the product [ClH:41].[NH2:30][CH:9]1[CH:8]([CH2:1][C:2]2[CH:3]=[CH:4][CH:5]=[CH:6][CH:7]=2)[C:16]2[C:11](=[CH:12][CH:13]=[C:14]([O:17][CH2:18][CH2:19][NH:20][S:21]([C:24]3[N:25]=[CH:26][N:27]([CH3:29])[CH:28]=3)(=[O:23])=[O:22])[CH:15]=2)[CH2:10]1, predict the reactants needed to synthesize it. The reactants are: [CH2:1]([CH:8]1[C:16]2[C:11](=[CH:12][CH:13]=[C:14]([O:17][CH2:18][CH2:19][NH:20][S:21]([C:24]3[N:25]=[CH:26][N:27]([CH3:29])[CH:28]=3)(=[O:23])=[O:22])[CH:15]=2)[CH2:10][CH:9]1[NH:30]C(=O)OCC)[C:2]1[CH:7]=[CH:6][CH:5]=[CH:4][CH:3]=1.[OH-].[K+].C(O)C.[ClH:41].C(OCC)C. (6) Given the product [C:1]([O:5][C:6]([N:8]1[CH2:9][CH2:10][N:11]([C:14]2[CH:19]=[CH:18][CH:17]=[CH:16][C:15]=2[O:20][CH2:24][C:25](=[O:26])[N:27]([CH2:30][CH3:31])[CH2:28][CH3:29])[CH2:12][CH2:13]1)=[O:7])([CH3:4])([CH3:2])[CH3:3], predict the reactants needed to synthesize it. The reactants are: [C:1]([O:5][C:6]([N:8]1[CH2:13][CH2:12][N:11]([C:14]2[CH:19]=[CH:18][CH:17]=[CH:16][C:15]=2[OH:20])[CH2:10][CH2:9]1)=[O:7])([CH3:4])([CH3:3])[CH3:2].[H-].[Na+].Cl[CH2:24][C:25]([N:27]([CH2:30][CH3:31])[CH2:28][CH3:29])=[O:26]. (7) Given the product [CH3:17][O:18][C:19]1[CH:27]=[CH:26][C:22]([C:23]([NH:2][CH:3]2[CH2:9][CH2:8][CH2:7][CH2:6][NH:5][C:4]2=[O:10])=[O:24])=[CH:21][CH:20]=1, predict the reactants needed to synthesize it. The reactants are: Cl.[NH2:2][CH:3]1[CH2:9][CH2:8][CH2:7][CH2:6][NH:5][C:4]1=[O:10].C([O-])([O-])=O.[K+].[K+].[CH3:17][O:18][C:19]1[CH:27]=[CH:26][C:22]([C:23](Cl)=[O:24])=[CH:21][CH:20]=1. (8) Given the product [F:5][C:6]1[CH:11]=[C:10]([CH3:12])[CH:9]=[CH:8][C:7]=1[C:19]#[N:20], predict the reactants needed to synthesize it. The reactants are: N([O-])=O.[Na+].[F:5][C:6]1[CH:11]=[C:10]([CH3:12])[CH:9]=[CH:8][C:7]=1N.C(=O)(O)[O-].[Na+].[C:19]([Cu])#[N:20].[C-]#N.[K+]. (9) Given the product [OH:30][C:31]1[CH:39]=[CH:38][C:34]([C:35]([N:5]2[CH2:6][CH2:7][N:2]([CH3:1])[CH2:3][CH2:4]2)=[O:37])=[CH:33][C:32]=1[O:40][CH3:41], predict the reactants needed to synthesize it. The reactants are: [CH3:1][N:2]1[CH2:7][CH2:6][NH:5][CH2:4][CH2:3]1.C1C=CC2N(O)N=NC=2C=1.CCN=C=NCCCN(C)C.Cl.[OH:30][C:31]1[CH:39]=[CH:38][C:34]([C:35]([OH:37])=O)=[CH:33][C:32]=1[O:40][CH3:41]. (10) The reactants are: [CH:1]1([C:4]2[CH:5]=[C:6]([C:18]#[CH:19])[CH:7]=[C:8]3[C:13]=2[O:12][C:11]([CH3:15])([CH3:14])[CH2:10][C:9]3([CH3:17])[CH3:16])[CH2:3][CH2:2]1.[CH2:20]([O:22][C:23](=[O:33])[CH2:24][C:25]1[CH:30]=[CH:29][C:28](I)=[CH:27][C:26]=1[F:32])[CH3:21]. Given the product [CH2:20]([O:22][C:23](=[O:33])[CH2:24][C:25]1[CH:30]=[CH:29][C:28]([C:19]#[C:18][C:6]2[CH:7]=[C:8]3[C:13](=[C:4]([CH:1]4[CH2:3][CH2:2]4)[CH:5]=2)[O:12][C:11]([CH3:14])([CH3:15])[CH2:10][C:9]3([CH3:17])[CH3:16])=[CH:27][C:26]=1[F:32])[CH3:21], predict the reactants needed to synthesize it.